Dataset: Full USPTO retrosynthesis dataset with 1.9M reactions from patents (1976-2016). Task: Predict the reactants needed to synthesize the given product. (1) The reactants are: [C:1]([CH:6]=P(C1C=CC=CC=1)(C1C=CC=CC=1)C1C=CC=CC=1)([O:3][CH2:4][CH3:5])=[O:2].[F:26][C:27]1[CH:34]=[CH:33][CH:32]=[C:31]([F:35])[C:28]=1[CH:29]=O. Given the product [F:26][C:27]1[CH:34]=[CH:33][CH:32]=[C:31]([F:35])[C:28]=1/[CH:29]=[CH:6]/[C:1]([O:3][CH2:4][CH3:5])=[O:2], predict the reactants needed to synthesize it. (2) Given the product [Br:1][C:2]1[CH:7]=[CH:6][C:5]([CH2:8][N:16]2[C:12](=[O:22])[C:13]3[C:14](=[CH:18][CH:19]=[CH:20][CH:21]=3)[C:15]2=[O:17])=[C:4]([CH2:10][CH3:11])[CH:3]=1, predict the reactants needed to synthesize it. The reactants are: [Br:1][C:2]1[CH:7]=[CH:6][C:5]([CH2:8]Br)=[C:4]([CH2:10][CH3:11])[CH:3]=1.[C:12]1(=[O:22])[NH:16][C:15](=[O:17])[C:14]2=[CH:18][CH:19]=[CH:20][CH:21]=[C:13]12.[K].O. (3) Given the product [C:12]([O:11][C:9]([N:23]1[CH2:24][CH2:25][N:20]([CH2:19][CH2:18][CH2:17][OH:16])[C:21](=[O:27])[C@@H:22]1[CH3:26])=[O:10])([CH3:13])([CH3:14])[CH3:15], predict the reactants needed to synthesize it. The reactants are: [C:12]([O:11][C:9](O[C:9]([O:11][C:12]([CH3:15])([CH3:14])[CH3:13])=[O:10])=[O:10])([CH3:15])([CH3:14])[CH3:13].[OH:16][CH2:17][CH2:18][CH2:19][N:20]1[CH2:25][CH2:24][NH:23][C@@H:22]([CH3:26])[C:21]1=[O:27]. (4) Given the product [CH2:1]([O:8][CH:9]1[CH:16]2[CH:12]([O:13][C:14]([CH3:18])([CH3:17])[O:15]2)[O:11][CH:10]1[CH:19]([OH:20])[CH2:23][OH:22])[C:2]1[CH:7]=[CH:6][CH:5]=[CH:4][CH:3]=1, predict the reactants needed to synthesize it. The reactants are: [CH2:1]([O:8][CH:9]1[CH:16]2[CH:12]([O:13][C:14]([CH3:18])([CH3:17])[O:15]2)[O:11][CH:10]1[CH:19]1[CH2:23][O:22]C(C)(C)[O:20]1)[C:2]1[CH:7]=[CH:6][CH:5]=[CH:4][CH:3]=1. (5) Given the product [CH3:5][C:12]1[CH:13]=[C:14]([CH:18]=[C:19]([S:21]([F:26])([F:25])([F:24])([F:23])[F:22])[CH:20]=1)[C:15]([OH:17])=[O:16], predict the reactants needed to synthesize it. The reactants are: C[Al](C)C.[CH3:5]CCCCC.Br[C:12]1[CH:13]=[C:14]([CH:18]=[C:19]([S:21]([F:26])([F:25])([F:24])([F:23])[F:22])[CH:20]=1)[C:15]([OH:17])=[O:16].O. (6) Given the product [F:1][C:2]1[CH:3]=[C:4]([C:9]2([OH:14])[CH2:13][CH2:12][N:11]([CH3:17])[CH2:10]2)[CH:5]=[CH:6][C:7]=1[F:8], predict the reactants needed to synthesize it. The reactants are: [F:1][C:2]1[CH:3]=[C:4]([C:9]2([OH:14])[CH2:13][CH2:12][NH:11][CH2:10]2)[CH:5]=[CH:6][C:7]=1[F:8].C=O.[C:17](O)(=O)/C=C/C(O)=O. (7) Given the product [F:21][C:22]([F:41])([F:40])[C:23]1[CH:24]=[C:25]([C:34]2[CH:39]=[CH:38][C:37]([O:42][CH2:16][CH2:15][CH2:14][O:13][C:10]3[CH:9]=[CH:8][C:7]([CH2:6][C@H:5]([O:18][CH3:19])[C:4]([OH:3])=[O:20])=[CH:12][CH:11]=3)=[CH:36][CH:35]=2)[CH:26]=[C:27]([C:30]([F:33])([F:32])[F:31])[CH:28]=1, predict the reactants needed to synthesize it. The reactants are: C([O:3][C:4](=[O:20])[C@@H:5]([O:18][CH3:19])[CH2:6][C:7]1[CH:12]=[CH:11][C:10]([O:13][CH2:14][CH2:15][CH2:16]Br)=[CH:9][CH:8]=1)C.[F:21][C:22]([F:41])([F:40])[C:23]1[CH:24]=[C:25]([C:34]2[CH:39]=[CH:38][CH:37]=[CH:36][CH:35]=2)[CH:26]=[C:27]([C:30]([F:33])([F:32])[F:31])[C:28]=1O.[OH-:42].[Na+]. (8) Given the product [F:1][C:2]1[CH:7]=[CH:6][C:5]([NH:8]/[N:9]=[CH:12]/[C:11]([OH:15])=[O:14])=[CH:4][CH:3]=1, predict the reactants needed to synthesize it. The reactants are: [F:1][C:2]1[CH:7]=[CH:6][C:5]([NH:8][NH2:9])=[CH:4][CH:3]=1.Cl.[C:11]([OH:15])(=[O:14])[CH:12]=O.